Dataset: Reaction yield outcomes from USPTO patents with 853,638 reactions. Task: Predict the reaction yield, written as a fraction of the theoretical maximum amount of product (1.0 means a 100% yield; for example, 0.34 means a 34% yield). (1) The reactants are [F:1][C:2]1[CH:7]=[CH:6][C:5]([NH2:8])=[CH:4][C:3]=1[N+:9]([O-:11])=[O:10].CCN(C(C)C)C(C)C.[O:21]1[CH:25]=[CH:24][CH:23]=[C:22]1[C:26](Cl)=[O:27].O. The catalyst is C1COCC1. The product is [F:1][C:2]1[CH:7]=[CH:6][C:5]([NH:8][C:26]([C:22]2[O:21][CH:25]=[CH:24][CH:23]=2)=[O:27])=[CH:4][C:3]=1[N+:9]([O-:11])=[O:10]. The yield is 0.900. (2) The reactants are [OH:1][CH2:2][CH2:3][CH2:4][CH2:5][CH2:6][N:7]1[C:29](=[O:30])[C:26]2[C:27]3[C:28]4[C:23](=[CH:24][CH:25]=2)[C:22]2[C:31]5[C:18]([CH:19]=[CH:20][CH:21]=2)=[CH:17][CH:16]=[CH:15][C:14]=5[C:13]=4[CH:12]=[CH:11][C:10]=3[C:8]1=[O:9].[C:32](Cl)(=[O:35])[CH:33]=[CH2:34]. The catalyst is N1C=CC=CC=1.O1CCOCC1.C(Cl)Cl. The product is [C:32]([O:1][CH2:2][CH2:3][CH2:4][CH2:5][CH2:6][N:7]1[C:8](=[O:9])[C:10]2[C:27]3[C:28]4[C:13](=[CH:12][CH:11]=2)[C:14]2[C:31]5[C:18]([CH:17]=[CH:16][CH:15]=2)=[CH:19][CH:20]=[CH:21][C:22]=5[C:23]=4[CH:24]=[CH:25][C:26]=3[C:29]1=[O:30])(=[O:35])[CH:33]=[CH2:34]. The yield is 0.650.